This data is from CYP2C9 inhibition data for predicting drug metabolism from PubChem BioAssay. The task is: Regression/Classification. Given a drug SMILES string, predict its absorption, distribution, metabolism, or excretion properties. Task type varies by dataset: regression for continuous measurements (e.g., permeability, clearance, half-life) or binary classification for categorical outcomes (e.g., BBB penetration, CYP inhibition). Dataset: cyp2c9_veith. (1) The result is 0 (non-inhibitor). The molecule is Cc1cc2c(cc1C)NC(c1nc3ccccc3[nH]1)C1=C(CC(C)(C)CC1=O)N2. (2) The molecule is O=C(N1CCOCC1)C1(c2ccccc2)CCNCC1. The result is 0 (non-inhibitor). (3) The compound is NCCN1C(=O)c2ccccc2[C@@]1(O)c1ccc(Cl)cc1. The result is 0 (non-inhibitor). (4) The drug is O=C1NCCN1c1ncc([N+](=O)[O-])s1. The result is 0 (non-inhibitor).